From a dataset of Forward reaction prediction with 1.9M reactions from USPTO patents (1976-2016). Predict the product of the given reaction. (1) Given the reactants [CH2:1]([O:8][C:9]1[CH:10]=[C:11]([C:15]2[N:20]=[C:19]([NH:21][CH2:22][CH2:23][O:24][CH2:25][C:26]([O:28]C(C)(C)C)=[O:27])[C:18]([N+:33]([O-:35])=[O:34])=[C:17]([CH3:36])[N:16]=2)[CH:12]=[CH:13][CH:14]=1)[C:2]1[CH:7]=[CH:6][CH:5]=[CH:4][CH:3]=1.C(O)(C(F)(F)F)=O, predict the reaction product. The product is: [CH2:1]([O:8][C:9]1[CH:10]=[C:11]([C:15]2[N:20]=[C:19]([NH:21][CH2:22][CH2:23][O:24][CH2:25][C:26]([OH:28])=[O:27])[C:18]([N+:33]([O-:35])=[O:34])=[C:17]([CH3:36])[N:16]=2)[CH:12]=[CH:13][CH:14]=1)[C:2]1[CH:7]=[CH:6][CH:5]=[CH:4][CH:3]=1. (2) Given the reactants [Li+].[Cl-].[Cl:3][C:4]1[CH:5]=[C:6]([CH:9]=[C:10]([O:12]C)[CH:11]=1)[C:7]#[N:8].CCOC(C)=O, predict the reaction product. The product is: [Cl:3][C:4]1[CH:5]=[C:6]([CH:9]=[C:10]([OH:12])[CH:11]=1)[C:7]#[N:8]. (3) The product is: [F:1][C:2]([F:31])([F:30])[C:3]1[CH:29]=[CH:28][CH:27]=[CH:26][C:4]=1[CH:5]([O:14][CH:15]1[CH2:18][N:17]([C:19]([NH:21][C:22]([CH3:25])([CH3:24])[CH3:23])=[O:20])[CH2:16]1)[C:6]1[CH:11]=[CH:10][C:9]([C:40](=[O:39])[N:47]2[CH2:52][CH2:51][CH2:50][CH2:49][CH2:48]2)=[CH:8][C:7]=1[F:13]. Given the reactants [F:1][C:2]([F:31])([F:30])[C:3]1[CH:29]=[CH:28][CH:27]=[CH:26][C:4]=1[CH:5]([O:14][CH:15]1[CH2:18][N:17]([C:19]([NH:21][C:22]([CH3:25])([CH3:24])[CH3:23])=[O:20])[CH2:16]1)[C:6]1[CH:11]=[CH:10][C:9](Br)=[CH:8][C:7]=1[F:13].COCCOCC[O:39][CH3:40].C([O-])([O-])=O.[K+].[K+].[NH:47]1[CH2:52][CH2:51][CH2:50][CH2:49][CH2:48]1, predict the reaction product.